From a dataset of Full USPTO retrosynthesis dataset with 1.9M reactions from patents (1976-2016). Predict the reactants needed to synthesize the given product. (1) Given the product [C:1]([O:5][C:6]([N:8]1[CH2:13][CH2:12][C@H:11]([O:14][C:15]2[CH:20]=[CH:19][CH:18]=[C:17]([NH:21][C:33](=[O:34])[C:32]3[CH:36]=[CH:37][C:38]([F:40])=[CH:39][C:31]=3[Cl:30])[CH:16]=2)[CH2:10][C@@H:9]1[CH3:22])=[O:7])([CH3:4])([CH3:2])[CH3:3], predict the reactants needed to synthesize it. The reactants are: [C:1]([O:5][C:6]([N:8]1[CH2:13][CH2:12][C@H:11]([O:14][C:15]2[CH:20]=[CH:19][CH:18]=[C:17]([NH2:21])[CH:16]=2)[CH2:10][C@@H:9]1[CH3:22])=[O:7])([CH3:4])([CH3:3])[CH3:2].C(N(CC)CC)C.[Cl:30][C:31]1[CH:39]=[C:38]([F:40])[CH:37]=[CH:36][C:32]=1[C:33](Cl)=[O:34]. (2) The reactants are: CCN(C(C)C)C(C)C.[OH:10][C:11]1[CH:12]=[CH:13][CH:14]=[C:15]2[C:20]=1[O:19][C:18](=[O:21])[C:17]([C:22]([OH:24])=O)=[CH:16]2.CN(C(ON1N=NC2C=CC=NC1=2)=[N+](C)C)C.F[P-](F)(F)(F)(F)F.[O:49]1[C:54]2[CH:55]=[CH:56][C:57]([C:59]3[CH:60]=[C:61]([NH2:65])[CH:62]=[CH:63][CH:64]=3)=[CH:58][C:53]=2[O:52][CH2:51][CH2:50]1. Given the product [O:49]1[C:54]2[CH:55]=[CH:56][C:57]([C:59]3[CH:60]=[C:61]([NH:65][C:22]([C:17]4[C:18](=[O:21])[O:19][C:20]5[C:15]([CH:16]=4)=[CH:14][CH:13]=[CH:12][C:11]=5[OH:10])=[O:24])[CH:62]=[CH:63][CH:64]=3)=[CH:58][C:53]=2[O:52][CH2:51][CH2:50]1, predict the reactants needed to synthesize it.